From a dataset of Experimentally validated miRNA-target interactions with 360,000+ pairs, plus equal number of negative samples. Binary Classification. Given a miRNA mature sequence and a target amino acid sequence, predict their likelihood of interaction. (1) The miRNA is mmu-miR-465c-3p with sequence GAUCAGGGCCUUUCUAAGUAGA. The protein sequence of the target gene is MWQVLRGWRKGWQSPRGALAWAVQGQPCPPCSRAVASVGKDEYTFVVVGAGSAGCVLASRLTEDPNHRVLLLEAGPKDLLMGSKRLQWKIHMPAALVSNLCDDKYNWYYHTEPQPGMDSRVLYWPRGRVWGGSSSLNAMVYIRGHAEDYNRWHREGAEGWDYAHCLPYFRKAQRHELGANMYRGGDGPLHVSRGKTNHPLHQAFLQAARQAGYPFTEDMNGFQQEGFGWMDMTVHQGKRWSTACAYLHPVLSRPNLRAEVQTLVSRVLFEGTRAVGVEYIKDGQRHKAYVSREVILSGGA.... Result: 0 (no interaction). (2) The miRNA is mmu-miR-195a-5p with sequence UAGCAGCACAGAAAUAUUGGC. The protein sequence of the target gene is MPSKQIRKQSISVTRGARRRDEDSGTDVGEGTDEWSQSKATVRPPDQLELTDAELKEEFTRILTANNPHAPQNIVRYSFKEGTYKLIGFVNQMAVHFSQVGNLIPKDSDEGRRQHYRDEMVAGSQESIKVVTSEAENLEEEEEPKEGEGEAEAEAEAGSQTDIPAAAETTEKVIEEELMAPVQPKERKLTNQFNFSERASQTFNNPLRDRECQMEPPPRTNFSATANQWEIYDAYVDELEKQEKTKEKEKAKTPVAKKTEKMAMRKLTSMESQSDDITKVTQAAKIVERMVNQNTYDDVA.... Result: 0 (no interaction).